Dataset: NCI-60 drug combinations with 297,098 pairs across 59 cell lines. Task: Regression. Given two drug SMILES strings and cell line genomic features, predict the synergy score measuring deviation from expected non-interaction effect. (1) Drug 1: C1=NC2=C(N=C(N=C2N1C3C(C(C(O3)CO)O)O)F)N. Drug 2: N.N.Cl[Pt+2]Cl. Cell line: SN12C. Synergy scores: CSS=33.2, Synergy_ZIP=0.509, Synergy_Bliss=3.45, Synergy_Loewe=-5.95, Synergy_HSA=-1.95. (2) Drug 1: C1=C(C(=O)NC(=O)N1)F. Drug 2: CCC1(C2=C(COC1=O)C(=O)N3CC4=CC5=C(C=CC(=C5CN(C)C)O)N=C4C3=C2)O.Cl. Cell line: HCC-2998. Synergy scores: CSS=25.2, Synergy_ZIP=-8.75, Synergy_Bliss=-13.1, Synergy_Loewe=-8.74, Synergy_HSA=-8.71. (3) Drug 1: C1=CC(=C2C(=C1NCCNCCO)C(=O)C3=C(C=CC(=C3C2=O)O)O)NCCNCCO. Drug 2: C1=CN(C=N1)CC(O)(P(=O)(O)O)P(=O)(O)O. Cell line: SK-MEL-5. Synergy scores: CSS=0.168, Synergy_ZIP=-10.7, Synergy_Bliss=-23.3, Synergy_Loewe=-41.0, Synergy_HSA=-23.7. (4) Drug 1: CC1=C2C(C(=O)C3(C(CC4C(C3C(C(C2(C)C)(CC1OC(=O)C(C(C5=CC=CC=C5)NC(=O)OC(C)(C)C)O)O)OC(=O)C6=CC=CC=C6)(CO4)OC(=O)C)OC)C)OC. Drug 2: COCCOC1=C(C=C2C(=C1)C(=NC=N2)NC3=CC=CC(=C3)C#C)OCCOC.Cl. Cell line: RXF 393. Synergy scores: CSS=56.4, Synergy_ZIP=18.6, Synergy_Bliss=19.5, Synergy_Loewe=10.9, Synergy_HSA=20.5. (5) Drug 1: CC1=C(C(CCC1)(C)C)C=CC(=CC=CC(=CC(=O)O)C)C. Drug 2: CC1CCC2CC(C(=CC=CC=CC(CC(C(=O)C(C(C(=CC(C(=O)CC(OC(=O)C3CCCCN3C(=O)C(=O)C1(O2)O)C(C)CC4CCC(C(C4)OC)O)C)C)O)OC)C)C)C)OC. Cell line: HCT-15. Synergy scores: CSS=4.37, Synergy_ZIP=-4.09, Synergy_Bliss=-0.719, Synergy_Loewe=-17.4, Synergy_HSA=-2.96.